This data is from Reaction yield outcomes from USPTO patents with 853,638 reactions. The task is: Predict the reaction yield, written as a fraction of the theoretical maximum amount of product (1.0 means a 100% yield; for example, 0.34 means a 34% yield). (1) The reactants are C(N(CC)C(C)C)(C)C.O[C@@H:11]1[CH2:15][CH2:14][O:13][C:12]1=[O:16].FC(F)(F)S(OS(C(F)(F)F)(=O)=O)(=O)=O.[Cl:32][C:33]1[C:41]([F:42])=[CH:40][CH:39]=[C:38]2[C:34]=1[CH2:35][CH2:36][NH:37]2. The catalyst is C(Cl)Cl. The product is [Cl:32][C:33]1[C:41]([F:42])=[CH:40][CH:39]=[C:38]2[C:34]=1[CH2:35][CH2:36][N:37]2[C@H:11]1[CH2:15][CH2:14][O:13][C:12]1=[O:16]. The yield is 0.900. (2) No catalyst specified. The yield is 0.395. The reactants are C(O[C:6]([N:8]1[CH2:13][CH2:12][N:11](C2C(=O)N(CC(C)C)N=C(C3C=CC(C)=C(F)C=3)C=2C)[CH2:10][CH2:9]1)=O)(C)(C)C.[Cl:34][C:35]1[CH:63]=[CH:62][C:38]([CH2:39][N:40]2[C:45](=[O:46])[C:44]([CH2:47]OS(C)(=O)=O)=[CH:43][C:42]([C:53]3[CH:58]=[CH:57][C:56]([O:59][CH3:60])=[C:55]([F:61])[CH:54]=3)=[N:41]2)=[CH:37][CH:36]=1.CN1CCNCC1. The product is [Cl:34][C:35]1[CH:36]=[CH:37][C:38]([CH2:39][N:40]2[C:45](=[O:46])[C:44]([CH2:47][N:11]3[CH2:12][CH2:13][N:8]([CH3:6])[CH2:9][CH2:10]3)=[CH:43][C:42]([C:53]3[CH:58]=[CH:57][C:56]([O:59][CH3:60])=[C:55]([F:61])[CH:54]=3)=[N:41]2)=[CH:62][CH:63]=1. (3) The reactants are [N:1]1([CH2:7][CH2:8][C:9]([NH:11][CH2:12][C:13]2[CH:18]=[CH:17][CH:16]=[CH:15][N:14]=2)=O)[CH2:6][CH2:5][O:4][CH2:3][CH2:2]1.O=P(Cl)(Cl)Cl.C(=O)([O-])[O-].[K+].[K+]. The catalyst is ClCCCl. The product is [N:1]1([CH2:7][CH2:8][C:9]2[N:14]3[CH:15]=[CH:16][CH:17]=[CH:18][C:13]3=[CH:12][N:11]=2)[CH2:6][CH2:5][O:4][CH2:3][CH2:2]1. The yield is 0.780. (4) The reactants are [CH3:1][C:2]1[CH:11]=[CH:10][C:9]2[C:4](=[CH:5][CH:6]=[CH:7][C:8]=2[N:12]2[CH2:17][CH2:16][N:15]([CH2:18][CH2:19][C:20]3[CH:21]=[C:22]([CH:24]=[CH:25][CH:26]=3)[NH2:23])[CH2:14][CH2:13]2)[N:3]=1.[S:27]1[CH:31]=[CH:30][CH:29]=[C:28]1[CH2:32][C:33](Cl)=[O:34]. No catalyst specified. The product is [CH3:1][C:2]1[CH:11]=[CH:10][C:9]2[C:4](=[CH:5][CH:6]=[CH:7][C:8]=2[N:12]2[CH2:13][CH2:14][N:15]([CH2:18][CH2:19][C:20]3[CH:21]=[C:22]([NH:23][C:33](=[O:34])[CH2:32][C:28]4[S:27][CH:31]=[CH:30][CH:29]=4)[CH:24]=[CH:25][CH:26]=3)[CH2:16][CH2:17]2)[N:3]=1. The yield is 0.420. (5) The reactants are [CH2:1]([N:3]([CH2:30][CH2:31][C:32]1[C:40]2[C:35](=[CH:36][CH:37]=[CH:38][CH:39]=2)[NH:34][CH:33]=1)[CH:4]1[C:12]2[C:7](=[CH:8][C:9]([C:13]([NH:15][C:16]3[CH:21]=[CH:20][CH:19]=[CH:18][C:17]=3[NH:22]C(=O)OC(C)(C)C)=[O:14])=[CH:10][CH:11]=2)[CH2:6][CH2:5]1)[CH3:2].C(O)(C(F)(F)F)=O. The catalyst is C(Cl)Cl. The product is [NH2:22][C:17]1[CH:18]=[CH:19][CH:20]=[CH:21][C:16]=1[NH:15][C:13]([C:9]1[CH:8]=[C:7]2[C:12](=[CH:11][CH:10]=1)[CH:4]([N:3]([CH2:1][CH3:2])[CH2:30][CH2:31][C:32]1[C:40]3[C:35](=[CH:36][CH:37]=[CH:38][CH:39]=3)[NH:34][CH:33]=1)[CH2:5][CH2:6]2)=[O:14]. The yield is 0.470. (6) The reactants are [C:1]([O:5][C:6]([NH:8][C@H:9]1[CH2:14][CH2:13][CH2:12][N:11]([C:15]2[CH:20]=[CH:19][N:18]=[CH:17][C:16]=2[NH:21][C:22]([C:24]2[C:33]([NH:34][C:35](=[O:44])[O:36][CH2:37][C:38]3[CH:43]=[CH:42][CH:41]=[CH:40][CH:39]=3)=[CH:32][C:31]3[C:26](=[CH:27][C:28]([CH:45]=[O:46])=[CH:29][CH:30]=3)[N:25]=2)=[O:23])[CH2:10]1)=[O:7])([CH3:4])([CH3:3])[CH3:2].[CH2:47]1COCC1. The catalyst is C[Mg]Br.CCOC(C)=O.Cl. The product is [CH2:37]([O:36][C:35](=[O:44])[NH:34][C:33]1[C:24]([C:22]([NH:21][C:16]2[CH:17]=[N:18][CH:19]=[CH:20][C:15]=2[N:11]2[CH2:12][CH2:13][CH2:14][C@H:9]([NH:8][C:6]([O:5][C:1]([CH3:4])([CH3:2])[CH3:3])=[O:7])[CH2:10]2)=[O:23])=[N:25][C:26]2[C:31]([CH:32]=1)=[CH:30][CH:29]=[C:28]([CH:45]([OH:46])[CH3:47])[CH:27]=2)[C:38]1[CH:39]=[CH:40][CH:41]=[CH:42][CH:43]=1. The yield is 0.980. (7) The reactants are [CH:1]1([C:4]2[NH:8][C:7]3[CH:9]=[C:10]([C:27]4[C:28]([CH3:33])=[N:29][O:30][C:31]=4[CH3:32])[CH:11]=[C:12]([C:13]([C:21]4[CH:26]=NC=CN=4)([C:15]4[CH:20]=CC=CN=4)O)[C:6]=3[N:5]=2)[CH2:3][CH2:2]1.C(O)(C(F)(F)F)=O. No catalyst specified. The product is [CH:1]1([C:4]2[NH:8][C:7]3[CH:9]=[C:10]([C:27]4[C:28]([CH3:33])=[N:29][O:30][C:31]=4[CH3:32])[CH:11]=[C:12]([C:13]([CH2:21][CH3:26])=[CH:15][CH3:20])[C:6]=3[N:5]=2)[CH2:3][CH2:2]1. The yield is 0.440.